This data is from Reaction yield outcomes from USPTO patents with 853,638 reactions. The task is: Predict the reaction yield, written as a fraction of the theoretical maximum amount of product (1.0 means a 100% yield; for example, 0.34 means a 34% yield). (1) The reactants are Cl[C:2]1[C:11]2[C:6](=[CH:7][CH:8]=[C:9]([CH3:12])[CH:10]=2)[N:5]=[C:4]([N:13]2[CH2:19][C:18]3[CH:20]=[CH:21][CH:22]=[CH:23][C:17]=3[S:16](=[O:25])(=[O:24])[CH2:15][CH2:14]2)[CH:3]=1.CC1(C)[O:31][CH:30]([CH2:32][NH2:33])[CH2:29][O:28]1.Cl. The catalyst is CO. The product is [O:24]=[S:16]1(=[O:25])[C:17]2[CH:23]=[CH:22][CH:21]=[CH:20][C:18]=2[CH2:19][N:13]([C:4]2[CH:3]=[C:2]([NH:33][CH2:32][CH:30]([OH:31])[CH2:29][OH:28])[C:11]3[C:6](=[CH:7][CH:8]=[C:9]([CH3:12])[CH:10]=3)[N:5]=2)[CH2:14][CH2:15]1. The yield is 0.300. (2) The reactants are [C:1]1(=[O:8])[O:7][CH2:6][CH2:5][CH2:4][CH2:3][CH2:2]1.[CH2:9]([Mg]Cl)[CH2:10][CH3:11].[Cl-].[NH4+].Cl.O1C[CH2:20][CH2:19][CH2:18]1. No catalyst specified. The product is [CH2:9]([C:1]([OH:8])([CH2:18][CH2:19][CH3:20])[CH2:2][CH2:3][CH2:4][CH2:5][CH2:6][OH:7])[CH2:10][CH3:11]. The yield is 0.960. (3) The reactants are CC([O-])(C)C.[Na+].Br[C:8]1[CH:13]=[CH:12][C:11]([C:14]([CH3:17])([CH3:16])[CH3:15])=[CH:10][CH:9]=1.[CH3:18][N:19]([CH3:25])[CH2:20][CH2:21][CH2:22][NH:23][CH3:24]. The catalyst is CC([O-])=O.CC([O-])=O.[Pd+2].C1(C)C=CC=CC=1. The product is [C:14]([C:11]1[CH:12]=[CH:13][C:8]([N:23]([CH3:24])[CH2:22][CH2:21][CH2:20][N:19]([CH3:25])[CH3:18])=[CH:9][CH:10]=1)([CH3:17])([CH3:16])[CH3:15]. The yield is 0.860.